Task: Predict the product of the given reaction.. Dataset: Forward reaction prediction with 1.9M reactions from USPTO patents (1976-2016) (1) Given the reactants [Cl:1][C:2]1[CH:7]=[CH:6][C:5]([C:8]2([CH2:16][S:17][CH2:18][C:19]([OH:21])=O)[O:13][CH2:12][C:11]([CH3:15])([CH3:14])[CH2:10][O:9]2)=[CH:4][CH:3]=1.C1(N=C=NC2CCCCC2)CCCCC1.[C:37]1([C@H:43]2[CH2:47][O:46][C:45](=[O:48])[NH:44]2)[CH:42]=[CH:41][CH:40]=[CH:39][CH:38]=1, predict the reaction product. The product is: [Cl:1][C:2]1[CH:3]=[CH:4][C:5]([C:8]2([CH2:16][S:17][CH2:18][C:19]([N:44]3[C@@H:43]([C:37]4[CH:42]=[CH:41][CH:40]=[CH:39][CH:38]=4)[CH2:47][O:46][C:45]3=[O:48])=[O:21])[O:9][CH2:10][C:11]([CH3:15])([CH3:14])[CH2:12][O:13]2)=[CH:6][CH:7]=1. (2) Given the reactants [N:1]1([C:6]2[CH:11]=[CH:10][C:9]([C:12]3[CH:16]=[CH:15][N:14]([CH2:17][CH2:18][C:19]([OH:21])=[O:20])[C:13]=3[C:22]3[CH:27]=[CH:26][C:25]([C:28]#[N:29])=[CH:24][C:23]=3[CH3:30])=[CH:8][CH:7]=2)[CH:5]=[CH:4][N:3]=[CH:2]1.[OH-:31].[Na+].OO.Cl, predict the reaction product. The product is: [N:1]1([C:6]2[CH:11]=[CH:10][C:9]([C:12]3[CH:16]=[CH:15][N:14]([CH2:17][CH2:18][C:19]([OH:21])=[O:20])[C:13]=3[C:22]3[CH:27]=[CH:26][C:25]([C:28](=[O:31])[NH2:29])=[CH:24][C:23]=3[CH3:30])=[CH:8][CH:7]=2)[CH:5]=[CH:4][N:3]=[CH:2]1. (3) Given the reactants [CH3:1][O:2][C:3](=[O:18])[C:4]1[CH:9]=[CH:8][C:7]([C:10]2[C:15]([Cl:16])=[CH:14][N:13]=[C:12](Cl)[N:11]=2)=[CH:6][CH:5]=1.[CH:19]1([NH2:22])[CH2:21][CH2:20]1, predict the reaction product. The product is: [CH3:1][O:2][C:3](=[O:18])[C:4]1[CH:9]=[CH:8][C:7]([C:10]2[C:15]([Cl:16])=[CH:14][N:13]=[C:12]([NH:22][CH:19]3[CH2:21][CH2:20]3)[N:11]=2)=[CH:6][CH:5]=1. (4) Given the reactants [CH2:1]([N:3]1[C:12]2[C:7](=[CH:8][C:9]([N+:13]([O-:15])=[O:14])=[CH:10][CH:11]=2)[C:6](=[O:16])[NH:5][C:4]1=[O:17])[CH3:2].[H-].[Na+].Br[CH2:21][CH:22]([O:24][CH3:25])C.O.[CH3:27]N(C=O)C, predict the reaction product. The product is: [CH2:1]([N:3]1[C:12]2[C:7](=[CH:8][C:9]([N+:13]([O-:15])=[O:14])=[CH:10][CH:11]=2)[C:6](=[O:16])[N:5]([CH2:27][CH2:21][CH2:22][O:24][CH3:25])[C:4]1=[O:17])[CH3:2]. (5) Given the reactants [F:1][C:2]1[CH:20]=[C:19]([F:21])[CH:18]=[CH:17][C:3]=1[O:4][C:5]1[C:10](=[O:11])[N:9]([CH3:12])[C:8]2[C:13]([I:16])=[N:14][NH:15][C:7]=2[CH:6]=1.[O:22](C(OC(C)(C)C)=O)[C:23]([O:25][C:26]([CH3:29])([CH3:28])[CH3:27])=O, predict the reaction product. The product is: [C:26]([O:25][C:23]([N:15]1[C:7]2[CH:6]=[C:5]([O:4][C:3]3[CH:17]=[CH:18][C:19]([F:21])=[CH:20][C:2]=3[F:1])[C:10](=[O:11])[N:9]([CH3:12])[C:8]=2[C:13]([I:16])=[N:14]1)=[O:22])([CH3:29])([CH3:28])[CH3:27]. (6) Given the reactants [N:1]1[CH:6]=[CH:5][CH:4]=[CH:3][C:2]=1[O:7][C:8]1[CH:15]=[CH:14][C:11]([C:12]#[N:13])=[CH:10][CH:9]=1.[NH2:16][OH:17], predict the reaction product. The product is: [OH:17]/[N:16]=[C:12](\[NH2:13])/[C:11]1[CH:10]=[CH:9][C:8]([O:7][C:2]2[CH:3]=[CH:4][CH:5]=[CH:6][N:1]=2)=[CH:15][CH:14]=1.